From a dataset of Reaction yield outcomes from USPTO patents with 853,638 reactions. Predict the reaction yield, written as a fraction of the theoretical maximum amount of product (1.0 means a 100% yield; for example, 0.34 means a 34% yield). The reactants are [CH2:1]([CH:3]1[CH2:11][C:6]2([O:10][CH2:9][CH2:8][O:7]2)[CH2:5][CH:4]1[C:12]([NH:14][NH:15][C:16]1[N:17]=[C:18]2[CH:24]=[CH:23][N:22]([S:25]([C:28]3[CH:34]=[CH:33][C:31]([CH3:32])=[CH:30][CH:29]=3)(=[O:27])=[O:26])[C:19]2=[N:20][CH:21]=1)=O)[CH3:2].O1CCOCC1.CCN(C(C)C)C(C)C.S(Cl)(Cl)=O. The catalyst is C(Cl)Cl. The product is [CH2:1]([CH:3]1[CH2:11][C:6]2([O:7][CH2:8][CH2:9][O:10]2)[CH2:5][CH:4]1[C:12]1[N:17]2[C:18]3[CH:24]=[CH:23][N:22]([S:25]([C:28]4[CH:29]=[CH:30][C:31]([CH3:32])=[CH:33][CH:34]=4)(=[O:27])=[O:26])[C:19]=3[N:20]=[CH:21][C:16]2=[N:15][N:14]=1)[CH3:2]. The yield is 0.640.